Dataset: Catalyst prediction with 721,799 reactions and 888 catalyst types from USPTO. Task: Predict which catalyst facilitates the given reaction. (1) Reactant: [CH2:1]([O:3][C:4]([N:6]1[CH2:11][CH2:10][N:9]([C:12]([CH:14]([C:26]([NH:28][C:29]2[CH:38]=[CH:37][C:36]3[C:31](=[CH:32][CH:33]=[CH:34][CH:35]=3)[CH:30]=2)=[O:27])[CH2:15][C:16]2[CH:21]=[CH:20][CH:19]=[C:18]([C:22]([O:24]C)=[O:23])[CH:17]=2)=[O:13])[CH2:8][CH2:7]1)=[O:5])[CH3:2].[Li+].[OH-].OS([O-])(=O)=O.[Na+]. Product: [CH2:1]([O:3][C:4]([N:6]1[CH2:11][CH2:10][N:9]([C:12]([CH:14]([C:26]([NH:28][C:29]2[CH:38]=[CH:37][C:36]3[C:31](=[CH:32][CH:33]=[CH:34][CH:35]=3)[CH:30]=2)=[O:27])[CH2:15][C:16]2[CH:21]=[CH:20][CH:19]=[C:18]([C:22]([OH:24])=[O:23])[CH:17]=2)=[O:13])[CH2:8][CH2:7]1)=[O:5])[CH3:2]. The catalyst class is: 20. (2) Product: [Br:1][C:2]1[C:9]([CH3:10])=[CH:8][C:5]([C:6]([NH2:7])=[O:13])=[C:4]([F:11])[CH:3]=1. The catalyst class is: 55. Reactant: [Br:1][C:2]1[C:9]([CH3:10])=[CH:8][C:5]([C:6]#[N:7])=[C:4]([F:11])[CH:3]=1.S(=O)(=O)(O)[OH:13]. (3) Reactant: [Si]([O:8][CH2:9][CH2:10][N:11]1[CH2:17][CH2:16][CH2:15][CH2:14][C@H:13]([NH:18]C(=O)OC(C)(C)C)[C:12]1=[O:26])(C(C)(C)C)(C)C.[ClH:27].O1CCOCC1. Product: [ClH:27].[NH2:18][C@H:13]1[CH2:14][CH2:15][CH2:16][CH2:17][N:11]([CH2:10][CH2:9][OH:8])[C:12]1=[O:26]. The catalyst class is: 4.